This data is from Full USPTO retrosynthesis dataset with 1.9M reactions from patents (1976-2016). The task is: Predict the reactants needed to synthesize the given product. (1) Given the product [CH3:24][C:23]1[O:22][C:21]([C:25]2[CH:30]=[CH:29][CH:28]=[CH:27][CH:26]=2)=[N:20][C:19]=1[CH2:18][CH2:17][CH2:16][C:11]1[CH:12]=[CH:13][CH:14]=[C:15]2[C:10]=1[CH:9]=[CH:8][CH:7]=[C:6]2[CH2:5][CH:4]([N:31]1[CH:35]=[CH:34][CH:33]=[CH:32]1)[C:3]([OH:36])=[O:2], predict the reactants needed to synthesize it. The reactants are: C[O:2][C:3](=[O:36])[CH:4]([N:31]1[CH:35]=[CH:34][CH:33]=[CH:32]1)[CH2:5][C:6]1[C:15]2[C:10](=[C:11]([CH2:16][CH2:17][CH2:18][C:19]3[N:20]=[C:21]([C:25]4[CH:30]=[CH:29][CH:28]=[CH:27][CH:26]=4)[O:22][C:23]=3[CH3:24])[CH:12]=[CH:13][CH:14]=2)[CH:9]=[CH:8][CH:7]=1.[Li+].[OH-]. (2) Given the product [Br:1][C:2]1[CH:3]=[C:4]2[C:9](=[CH:10][CH:11]=1)[N:8]=[C:7]([Cl:12])[C:6]([CH2:13][Cl:16])=[CH:5]2, predict the reactants needed to synthesize it. The reactants are: [Br:1][C:2]1[CH:3]=[C:4]2[C:9](=[CH:10][CH:11]=1)[N:8]=[C:7]([Cl:12])[C:6]([CH2:13]O)=[CH:5]2.C(Cl)[Cl:16].S(Cl)(Cl)=O. (3) Given the product [NH:18]([C:19]1[N:21]=[C:5]([CH3:6])[CH:4]=[C:1]([CH3:2])[N:20]=1)[C:12]1[CH:17]=[CH:16][CH:15]=[CH:14][CH:13]=1, predict the reactants needed to synthesize it. The reactants are: [C:1]([CH2:4][C:5](=O)[CH3:6])(=O)[CH3:2].C(=O)(O)O.[C:12]1([NH:18][C:19]([NH2:21])=[NH:20])[CH:17]=[CH:16][CH:15]=[CH:14][CH:13]=1.C(=O)=O. (4) Given the product [C:20]([NH:19][CH2:18][CH:4]1[O:3][C:2](=[O:1])[N:6]([C:7]2[CH:17]=[CH:16][C:10]3[CH2:11][N:12]([C:33]4[C:34]([F:36])=[C:35]5[C:30]([C:29](=[O:39])[C:28]([C:40]([OH:42])=[O:41])=[CH:27][N:26]5[CH:23]5[CH2:25][CH2:24]5)=[CH:31][C:32]=4[F:38])[CH2:13][CH2:14][CH2:15][C:9]=3[CH:8]=2)[CH2:5]1)(=[O:22])[CH3:21], predict the reactants needed to synthesize it. The reactants are: [O:1]=[C:2]1[N:6]([C:7]2[CH:17]=[CH:16][C:10]3[CH2:11][NH:12][CH2:13][CH2:14][CH2:15][C:9]=3[CH:8]=2)[CH2:5][CH:4]([CH2:18][NH:19][C:20](=[O:22])[CH3:21])[O:3]1.[CH:23]1([N:26]2[C:35]3[C:30](=[CH:31][C:32]([F:38])=[C:33](F)[C:34]=3[F:36])[C:29](=[O:39])[C:28]([C:40]([OH:42])=[O:41])=[CH:27]2)[CH2:25][CH2:24]1. (5) Given the product [CH:1]1([CH:4]([C:11]2[CH:16]=[C:15]([N:17]([CH2:18][C:19]3[CH:24]=[CH:23][C:22]([C:25]4[CH:30]=[C:29]([O:31][CH3:32])[CH:28]=[CH:27][C:26]=4[F:33])=[C:21]([O:34][CH2:35][CH:36]([CH3:37])[CH3:38])[N:20]=3)[CH3:39])[N:14]=[CH:13][N:12]=2)[CH2:5][C:6]([O:8][CH2:9][CH3:10])=[O:7])[CH2:3][CH2:2]1, predict the reactants needed to synthesize it. The reactants are: [CH:1]1([CH:4]([C:11]2[CH:16]=[C:15]([NH:17][CH2:18][C:19]3[CH:24]=[CH:23][C:22]([C:25]4[CH:30]=[C:29]([O:31][CH3:32])[CH:28]=[CH:27][C:26]=4[F:33])=[C:21]([O:34][CH2:35][CH:36]([CH3:38])[CH3:37])[N:20]=3)[N:14]=[CH:13][N:12]=2)[CH2:5][C:6]([O:8][CH2:9][CH3:10])=[O:7])[CH2:3][CH2:2]1.[C:39](=O)([O-])[O-].[K+].[K+].IC.[H-].[Na+].[Cl-].[NH4+]. (6) Given the product [CH3:25][O:26][C:23]1[CH:24]=[C:19]([CH:20]=[CH:21][CH:22]=1)[O:18][C:16]1[CH:15]=[CH:14][C:4]2[S:5][C:6]([C:7]3[CH:12]=[CH:11][N:10]=[C:9]([NH2:13])[N:8]=3)=[C:2]([CH3:1])[C:3]=2[CH:17]=1, predict the reactants needed to synthesize it. The reactants are: [CH3:1][C:2]1[C:3]2[CH:17]=[C:16]([O:18][C:19]3[CH:24]=[CH:23][CH:22]=[CH:21][CH:20]=3)[CH:15]=[CH:14][C:4]=2[S:5][C:6]=1[C:7]1[CH:12]=[CH:11][N:10]=[C:9]([NH2:13])[N:8]=1.[CH3:25][O:26]C1C=C(O)C=CC=1.C1(O)C=CC=CC=1. (7) The reactants are: Br[C:2]1[C:3](=[O:10])[N:4]([CH3:9])[N:5]=[C:6]([Cl:8])[CH:7]=1.[NH2:11][C:12]1[N:17]=[CH:16][C:15]([CH:18]2[CH2:23][CH2:22][N:21]([C:24]([O:26][C:27]([CH3:30])([CH3:29])[CH3:28])=[O:25])[CH2:20][CH2:19]2)=[CH:14][CH:13]=1.C1(P(C2C=CC=CC=2)C2C3OC4C(=CC=CC=4P(C4C=CC=CC=4)C4C=CC=CC=4)C(C)(C)C=3C=CC=2)C=CC=CC=1.C(=O)([O-])[O-].[Cs+].[Cs+]. Given the product [C:27]([O:26][C:24]([N:21]1[CH2:20][CH2:19][CH:18]([C:15]2[CH:16]=[N:17][C:12]([NH:11][C:2]3[C:3](=[O:10])[N:4]([CH3:9])[N:5]=[C:6]([Cl:8])[CH:7]=3)=[CH:13][CH:14]=2)[CH2:23][CH2:22]1)=[O:25])([CH3:30])([CH3:28])[CH3:29], predict the reactants needed to synthesize it. (8) Given the product [CH3:1][C:2]([CH2:4][CH:5]([C:12]1[C:21](=[O:22])[O:20][C:19]2[CH:18]=[CH:17][CH:16]=[CH:15][C:14]=2[C:13]=1[O-:23])[C:6]1[CH:11]=[CH:10][CH:9]=[CH:8][CH:7]=1)=[O:3].[Na+:28], predict the reactants needed to synthesize it. The reactants are: [CH3:1][C:2]([CH2:4][CH:5]([C:12]1[C:21](=[O:22])[O:20][C:19]2[CH:18]=[CH:17][CH:16]=[CH:15][C:14]=2[C:13]=1[OH:23])[C:6]1[CH:7]=[CH:8][CH:9]=[CH:10][CH:11]=1)=[O:3].C(=O)([O-])[O-].[Na+:28].[Na+].CC(C)=O.CC(=O)CC. (9) The reactants are: [CH3:1][C:2]1([NH:21][C:22]2[N:27]=[CH:26][C:25]([C:28]([F:31])([F:30])[F:29])=[CH:24][N:23]=2)[CH2:6][CH2:5][CH2:4][CH:3]1[NH:7]C(=O)O[C@@H]1C[C@H](C)CC[C@H]1C(C)C.Br. Given the product [CH3:1][C:2]1([NH:21][C:22]2[N:23]=[CH:24][C:25]([C:28]([F:31])([F:29])[F:30])=[CH:26][N:27]=2)[CH2:6][CH2:5][CH2:4][CH:3]1[NH2:7], predict the reactants needed to synthesize it. (10) Given the product [Cl:22][C@H:12]1[C@H:11]([CH2:23]/[CH:24]=[CH:25]\[CH2:26][CH2:27][CH2:28][C:29]([O:31][CH2:32][CH:33]=[CH2:34])=[O:30])[C@@H:10]([CH2:9][OH:8])[C@H:14]([O:15][CH:16]2[CH2:21][CH2:20][CH2:19][CH2:18][O:17]2)[CH2:13]1, predict the reactants needed to synthesize it. The reactants are: [Si]([O:8][CH2:9][C@H:10]1[C@H:14]([O:15][CH:16]2[CH2:21][CH2:20][CH2:19][CH2:18][O:17]2)[CH2:13][C@@H:12]([Cl:22])[C@@H:11]1[CH2:23]/[CH:24]=[CH:25]\[CH2:26][CH2:27][CH2:28][C:29]([O:31][CH2:32][CH:33]=[CH2:34])=[O:30])(C(C)(C)C)(C)C.